Task: Predict the product of the given reaction.. Dataset: Forward reaction prediction with 1.9M reactions from USPTO patents (1976-2016) (1) Given the reactants [Cl:1][C:2]1[CH:17]=[CH:16][C:15]([NH:18][C:19](=[O:30])[C:20]2[CH:25]=[CH:24][CH:23]=[C:22]([C:26]([F:29])([F:28])[F:27])[CH:21]=2)=[CH:14][C:3]=1[C:4]([NH:6][C:7]1[S:11][C:10]([CH:12]=[O:13])=[N:9][CH:8]=1)=[O:5].[CH2:31]1COCC1.C[Mg]Br.CCOCC, predict the reaction product. The product is: [Cl:1][C:2]1[CH:17]=[CH:16][C:15]([NH:18][C:19](=[O:30])[C:20]2[CH:25]=[CH:24][CH:23]=[C:22]([C:26]([F:28])([F:27])[F:29])[CH:21]=2)=[CH:14][C:3]=1[C:4]([NH:6][C:7]1[S:11][C:10]([CH:12]([OH:13])[CH3:31])=[N:9][CH:8]=1)=[O:5]. (2) Given the reactants C1(P(C2C=CC=CC=2)C2C=CC=CC=2)C=CC=CC=1.[Cl:20][C:21]1[CH:37]=[CH:36][C:24]([C:25]([N:27]([CH2:34][CH3:35])[C:28]2[CH:33]=[CH:32][CH:31]=[CH:30][CH:29]=2)=[O:26])=[C:23](I)[CH:22]=1, predict the reaction product. The product is: [Cl:20][C:21]1[CH:37]=[C:36]2[C:24]([C:25](=[O:26])[N:27]([CH2:34][CH3:35])[C:28]3[CH:33]=[CH:32][CH:31]=[CH:30][C:29]=32)=[CH:23][CH:22]=1. (3) Given the reactants [NH2:1][CH2:2][C:3]1([CH3:15])[CH2:7][CH2:6][N:5]([C:8]([O:10][C:11]([CH3:14])([CH3:13])[CH3:12])=[O:9])[CH2:4]1.[O:16]1[C@:18]2([CH2:23][CH2:22][CH2:21][C@H:20]([CH2:24][N:25]3[C:29]4[CH:30]=[C:31]([C:34]#[N:35])[CH:32]=[CH:33][C:28]=4[N:27]=[CH:26]3)[CH2:19]2)[CH2:17]1, predict the reaction product. The product is: [C:34]([C:31]1[CH:32]=[CH:33][C:28]2[N:27]=[CH:26][N:25]([CH2:24][C@H:20]3[CH2:21][CH2:22][CH2:23][C@:18]([CH2:17][NH:1][CH2:2][C:3]4([CH3:15])[CH2:7][CH2:6][N:5]([C:8]([O:10][C:11]([CH3:14])([CH3:13])[CH3:12])=[O:9])[CH2:4]4)([OH:16])[CH2:19]3)[C:29]=2[CH:30]=1)#[N:35]. (4) Given the reactants Cl.[F:2][C:3]([F:15])([F:14])[C:4]1[CH:5]=[C:6]([C:10]2([NH2:13])[CH2:12][CH2:11]2)[CH:7]=[CH:8][CH:9]=1.[OH-].[Na+].ClCCl, predict the reaction product. The product is: [F:2][C:3]([F:14])([F:15])[C:4]1[CH:5]=[C:6]([C:10]2([NH2:13])[CH2:11][CH2:12]2)[CH:7]=[CH:8][CH:9]=1. (5) Given the reactants [OH:1][C:2]1([C:8]#[C:9][Si](C)(C)C)[CH2:5][CH:4]([C:6]#[N:7])[CH2:3]1.CCCC[N+](CCCC)(CCCC)CCCC.[F-].[Cl-].[NH4+], predict the reaction product. The product is: [C:8]([C:2]1([OH:1])[CH2:5][CH:4]([C:6]#[N:7])[CH2:3]1)#[CH:9]. (6) Given the reactants [C:1]1([CH:7]([N:14]([CH3:27])[CH2:15][C@@H:16]([N:18](C)[C:19](=O)OC(C)(C)C)[CH3:17])[C:8]2[CH:13]=[CH:12][CH:11]=[CH:10][CH:9]=2)[CH:6]=[CH:5][CH:4]=[CH:3][CH:2]=1.[ClH:28], predict the reaction product. The product is: [ClH:28].[ClH:28].[CH3:27][N:14]([CH:7]([C:8]1[CH:13]=[CH:12][CH:11]=[CH:10][CH:9]=1)[C:1]1[CH:2]=[CH:3][CH:4]=[CH:5][CH:6]=1)[CH2:15][C@@H:16]([NH:18][CH3:19])[CH3:17].